Dataset: Reaction yield outcomes from USPTO patents with 853,638 reactions. Task: Predict the reaction yield, written as a fraction of the theoretical maximum amount of product (1.0 means a 100% yield; for example, 0.34 means a 34% yield). The reactants are [C:1]([O:5][C:6](=[O:15])[NH:7][C:8]1[CH:9]=[N:10][C:11]([CH3:14])=[CH:12][CH:13]=1)([CH3:4])([CH3:3])[CH3:2]. The catalyst is CO.[Rh]. The product is [C:1]([O:5][C:6](=[O:15])[NH:7][CH:8]1[CH2:13][CH2:12][CH:11]([CH3:14])[NH:10][CH2:9]1)([CH3:4])([CH3:2])[CH3:3]. The yield is 0.850.